From a dataset of Reaction yield outcomes from USPTO patents with 853,638 reactions. Predict the reaction yield, written as a fraction of the theoretical maximum amount of product (1.0 means a 100% yield; for example, 0.34 means a 34% yield). (1) The reactants are [Br:1][C:2]1[CH:3]=[CH:4][C:5]([O:8][CH2:9][CH2:10][CH2:11][OH:12])=[N:6][CH:7]=1.[H-].[Na+].[CH3:15][O:16][C:17]1[CH:24]=[CH:23][CH:22]=[CH:21][C:18]=1[CH2:19]Cl. The catalyst is CN(C=O)C. The product is [Br:1][C:2]1[CH:3]=[CH:4][C:5]([O:8][CH2:9][CH2:10][CH2:11][O:12][CH2:19][C:18]2[CH:21]=[CH:22][CH:23]=[CH:24][C:17]=2[O:16][CH3:15])=[N:6][CH:7]=1. The yield is 0.400. (2) The reactants are [NH:1]([CH2:5][CH2:6][OH:7])[CH2:2][CH2:3][OH:4].C(=O)([O-])[O-].[Na+].[Na+].CC(C)=O.[CH:18]1[CH:23]=[CH:22][C:21]([CH2:24][O:25][C:26](Cl)=[O:27])=[CH:20][CH:19]=1. The catalyst is O. The product is [OH:4][CH2:3][CH2:2][N:1]([CH2:5][CH2:6][OH:7])[C:26](=[O:27])[O:25][CH2:24][C:21]1[CH:22]=[CH:23][CH:18]=[CH:19][CH:20]=1. The yield is 0.760. (3) The reactants are [C:1]([O:5][C:6]([N:8]1[CH2:13][CH2:12][CH:11]([NH:14][CH2:15][C:16]2[C:21]([C:22]([C:25]3[CH:30]=[CH:29][C:28]([F:31])=[CH:27][CH:26]=3)([CH3:24])[CH3:23])=[CH:20][CH:19]=[CH:18][N:17]=2)[CH2:10][CH2:9]1)=[O:7])([CH3:4])([CH3:3])[CH3:2].[Cl:32][C:33]1[CH:34]=[C:35]([CH3:41])[C:36]([CH:39]=O)=[N:37][CH:38]=1.[BH-](OC(C)=O)(OC(C)=O)OC(C)=O.[Na+]. The catalyst is C(Cl)Cl. The product is [C:1]([O:5][C:6]([N:8]1[CH2:9][CH2:10][CH:11]([N:14]([CH2:39][C:36]2[C:35]([CH3:41])=[CH:34][C:33]([Cl:32])=[CH:38][N:37]=2)[CH2:15][C:16]2[C:21]([C:22]([C:25]3[CH:30]=[CH:29][C:28]([F:31])=[CH:27][CH:26]=3)([CH3:24])[CH3:23])=[CH:20][CH:19]=[CH:18][N:17]=2)[CH2:12][CH2:13]1)=[O:7])([CH3:2])([CH3:3])[CH3:4]. The yield is 0.660. (4) The reactants are [Cl:1][C:2]1[CH:7]=[C:6]([CH:8](C(OCC)=O)[C:9]([O:11]CC)=[O:10])[CH:5]=[CH:4][N:3]=1. The catalyst is Cl. The product is [Cl:1][C:2]1[CH:7]=[C:6]([CH2:8][C:9]([OH:11])=[O:10])[CH:5]=[CH:4][N:3]=1. The yield is 0.570. (5) The reactants are [Br:1][C:2]1[CH:7]=[C:6]([C:8]([CH3:11])([CH3:10])[CH3:9])[CH:5]=[CH:4][C:3]=1[NH2:12].[N+:13]([O-])([O-:15])=[O:14].[K+]. The catalyst is OS(O)(=O)=O. The product is [Br:1][C:2]1[CH:7]=[C:6]([C:8]([CH3:9])([CH3:11])[CH3:10])[C:5]([N+:13]([O-:15])=[O:14])=[CH:4][C:3]=1[NH2:12]. The yield is 0.780. (6) The reactants are COC[O:4][C:5]1[CH:6]=[C:7]([CH:15]=[CH:16][C:17]2[CH:18]=[CH:19][C:20]([C:23]3[CH:28]=[CH:27][CH:26]=[CH:25][N:24]=3)=[N:21][CH:22]=2)[CH:8]=[CH:9][C:10]=1[O:11]COC.Cl.O.[OH-].[Na+]. The catalyst is CO. The product is [OH:4][C:5]1[CH:6]=[C:7]([CH:15]=[CH:16][C:17]2[CH:18]=[CH:19][C:20]([C:23]3[CH:28]=[CH:27][CH:26]=[CH:25][N:24]=3)=[N:21][CH:22]=2)[CH:8]=[CH:9][C:10]=1[OH:11]. The yield is 0.853.